From a dataset of In vitro SARS-CoV-2 activity screen of 1,480 approved drugs from Prestwick library. Binary Classification. Given a drug SMILES string, predict its activity (active/inactive) in a high-throughput screening assay against a specified biological target. (1) The molecule is O=C(NCC(O)CO)c1c(I)c(C(=O)NCC(O)CO)c(I)c(N(CCO)C(=O)CO)c1I. The result is 0 (inactive). (2) The compound is Cn1c(=O)c2c(ncn2CC(=O)O)n(C)c1=O. The result is 0 (inactive).